Dataset: Forward reaction prediction with 1.9M reactions from USPTO patents (1976-2016). Task: Predict the product of the given reaction. Given the reactants [CH3:1][S:2]([C:5]1[CH:10]=[C:9]([O:11][CH3:12])[C:8]([N+:13]([O-])=O)=C[N:6]=1)(=[O:4])=[O:3].[Cl:16][C:17]1[CH:18]=[C:19]([S:24]([NH:27]C2N=NC(SC)=CC=2OC)(=[O:26])=[O:25])[CH:20]=[C:21]([Cl:23])[CH:22]=1.COC1C([N+]([O-])=O)=CN=C(SC)C=1, predict the reaction product. The product is: [Cl:23][C:21]1[CH:20]=[C:19]([S:24]([NH:27][C:8]2[N:13]=[N:6][C:5]([S:2]([CH3:1])(=[O:3])=[O:4])=[CH:10][C:9]=2[O:11][CH3:12])(=[O:25])=[O:26])[CH:18]=[C:17]([Cl:16])[CH:22]=1.